This data is from Tox21: 12 toxicity assays (nuclear receptors and stress response pathways). The task is: Binary classification across 12 toxicity assays. The drug is CC1(C)O[C@H]2CC(=O)OC[C@@]23[C@H]1CC(=O)[C@]1(C)[C@@H]3CC[C@@]2(C)[C@H](c3ccoc3)OC(=O)[C@H]3O[C@]321. It tested positive (active) for: NR-AR (Androgen Receptor agonist activity), and NR-ER (Estrogen Receptor agonist activity).